Dataset: Peptide-MHC class II binding affinity with 134,281 pairs from IEDB. Task: Regression. Given a peptide amino acid sequence and an MHC pseudo amino acid sequence, predict their binding affinity value. This is MHC class II binding data. (1) The peptide sequence is SSWIELDEIGEDVAP. The MHC is DRB1_0901 with pseudo-sequence DRB1_0901. The binding affinity (normalized) is 0.0580. (2) The peptide sequence is QVNTSKTGINENYAK. The MHC is DRB1_0404 with pseudo-sequence DRB1_0404. The binding affinity (normalized) is 0.0498. (3) The peptide sequence is SGTNNKTMAVCTNAK. The MHC is DRB1_1302 with pseudo-sequence DRB1_1302. The binding affinity (normalized) is 0.436. (4) The peptide sequence is SSAGGFFTSVGKGIH. The MHC is DRB1_1302 with pseudo-sequence DRB1_1302. The binding affinity (normalized) is 0.163. (5) The peptide sequence is EAEPPFGESNIVIGI. The MHC is DRB1_0701 with pseudo-sequence DRB1_0701. The binding affinity (normalized) is 0.417.